Dataset: Full USPTO retrosynthesis dataset with 1.9M reactions from patents (1976-2016). Task: Predict the reactants needed to synthesize the given product. (1) Given the product [C:15]([C:21]1[C:22]([F:37])=[C:23]([F:36])[C:24]([C:9]2[S:5][CH:6]=[CH:11][CH:10]=2)([C:25]2[C:26]([F:35])=[C:27]([F:34])[C:28]([F:33])=[C:29]([F:32])[C:30]=2[F:31])[CH:19]([F:18])[C:20]=1[F:39])([CH3:14])([CH3:16])[CH3:40], predict the reactants needed to synthesize it. The reactants are: C([S:5][C:6]1[CH:11]=[CH:10][C:9](Br)=CC=1)(C)(C)C.C([Li])[CH2:14][CH2:15][CH3:16].[F:18][C:19]1[C:24]([C:25]2[C:30]([F:31])=[C:29]([F:32])[C:28]([F:33])=[C:27]([F:34])[C:26]=2[F:35])=[C:23]([F:36])[C:22]([F:37])=[C:21](F)[C:20]=1[F:39].[C:40](=O)(O)[O-].[Na+]. (2) Given the product [Br:11][C:8]1[CH:9]=[CH:10][C:2]2[N:1]=[C:12]([C:13]3[CH:18]=[CH:17][CH:16]=[CH:15][CH:14]=3)[O:5][C:4](=[O:6])[C:3]=2[CH:7]=1, predict the reactants needed to synthesize it. The reactants are: [NH2:1][C:2]1[CH:10]=[CH:9][C:8]([Br:11])=[CH:7][C:3]=1[C:4]([OH:6])=[O:5].[C:12](Cl)(=O)[C:13]1[CH:18]=[CH:17][CH:16]=[CH:15][CH:14]=1. (3) Given the product [Cl:27][C:24]1[CH:23]=[CH:22][C:21]([S:20][C:4]2[C:3]3[C:2]([C:33]4[C:29]([CH3:28])=[N:30][O:31][C:32]=4[CH3:37])=[CH:10][C:9]([F:11])=[CH:8][C:7]=3[N:6]3[CH2:12][CH2:13][CH:14]([CH2:15][C:16]([OH:18])=[O:17])[C:5]=23)=[CH:26][CH:25]=1, predict the reactants needed to synthesize it. The reactants are: Br[C:2]1[C:3]2[C:4]([S:20][C:21]3[CH:26]=[CH:25][C:24]([Cl:27])=[CH:23][CH:22]=3)=[C:5]3[CH:14]([CH2:15][C:16]([O:18]C)=[O:17])[CH2:13][CH2:12][N:6]3[C:7]=2[CH:8]=[C:9]([F:11])[CH:10]=1.[CH3:28][C:29]1[C:33](B(O)O)=[C:32]([CH3:37])[O:31][N:30]=1. (4) Given the product [C:4]([NH:8][C:9]([C:11]1[N:15]=[C:14]([C:16]2[CH:21]=[N:20][C:19]([NH2:45])=[CH:18][N:17]=2)[N:13]([C:23]2[CH:24]=[N:25][C:26]([O:29][CH3:30])=[CH:27][CH:28]=2)[N:12]=1)=[O:10])([CH3:5])([CH3:7])[CH3:6], predict the reactants needed to synthesize it. The reactants are: [Se](=O)=O.[C:4]([NH:8][C:9]([C:11]1[N:15]=[C:14]([C:16]2[CH:21]=[N:20][C:19](C)=[CH:18][N:17]=2)[N:13]([C:23]2[CH:24]=[N:25][C:26]([O:29][CH3:30])=[CH:27][CH:28]=2)[N:12]=1)=[O:10])([CH3:7])([CH3:6])[CH3:5].C1(P([N:45]=[N+]=[N-])(C2C=CC=CC=2)=O)C=CC=CC=1.FC(F)(F)C(O)=O.C(=O)([O-])O.[Na+]. (5) Given the product [N+:3]([O-:6])([O-:5])=[O:4].[Co+2:1].[N+:3]([O-:6])([O-:5])=[O:4], predict the reactants needed to synthesize it. The reactants are: [Co:1]=O.[N+:3]([O-:6])([OH:5])=[O:4]. (6) The reactants are: C(OC(=O)[NH:7][CH2:8][CH2:9][NH:10][C:11]([C:13]1[CH:14]=[N:15][CH:16]=[C:17]([C:19]2[S:23][C:22]([NH:24][C:25]3[C:30]([Cl:31])=[CH:29][CH:28]=[CH:27][N:26]=3)=[N:21][CH:20]=2)[CH:18]=1)=[O:12])(C)(C)C. Given the product [NH2:7][CH2:8][CH2:9][NH:10][C:11](=[O:12])[C:13]1[CH:18]=[C:17]([C:19]2[S:23][C:22]([NH:24][C:25]3[C:30]([Cl:31])=[CH:29][CH:28]=[CH:27][N:26]=3)=[N:21][CH:20]=2)[CH:16]=[N:15][CH:14]=1, predict the reactants needed to synthesize it. (7) Given the product [OH:17][C:8]1[CH:9]=[C:10]([OH:16])[C:11]([CH:13]([CH3:15])[CH3:14])=[CH:12][C:7]=1[C:4]1[N:3]([C:18]2[CH:19]=[CH:20][C:21]([CH2:24][N:25]3[CH2:26][CH2:27][N:28]([CH2:31][CH2:32][CH2:33][CH2:34][N:35]([CH3:36])[C:69](=[O:80])[O:68][C:65]4([CH2:66][CH3:67])[C:56]5[CH:55]=[C:54]6[N:59]([CH2:60][C:48]7[C:49]6=[N:50][C:51]6[CH:52]=[CH:53][C:44]([O:43][C:37]([O:38][C:39]([CH3:42])([CH3:40])[CH3:41])=[O:84])=[CH:45][C:46]=6[C:47]=7[CH2:82][CH3:83])[C:58](=[O:61])[C:57]=5[CH2:62][O:63][C:64]4=[O:81])[CH2:29][CH2:30]3)=[CH:22][CH:23]=2)[C:2]([OH:1])=[N:6][N:5]=1, predict the reactants needed to synthesize it. The reactants are: [OH:1][C:2]1[N:3]([C:18]2[CH:23]=[CH:22][C:21]([CH2:24][N:25]3[CH2:30][CH2:29][N:28]([CH2:31][CH2:32][CH2:33][CH2:34][NH:35][CH3:36])[CH2:27][CH2:26]3)=[CH:20][CH:19]=2)[C:4]([C:7]2[CH:12]=[C:11]([CH:13]([CH3:15])[CH3:14])[C:10]([OH:16])=[CH:9][C:8]=2[OH:17])=[N:5][N:6]=1.[C:37](=[O:84])([O:43][C:44]1[CH:53]=[CH:52][C:51]2[N:50]=[C:49]3[C:54]4[N:59]([CH2:60][C:48]3=[C:47]([CH2:82][CH3:83])[C:46]=2[CH:45]=1)[C:58](=[O:61])[C:57]1[CH2:62][O:63][C:64](=[O:81])[C:65]([O:68][C:69](=[O:80])OC2C=CC([N+]([O-])=O)=CC=2)([CH2:66][CH3:67])[C:56]=1[CH:55]=4)[O:38][C:39]([CH3:42])([CH3:41])[CH3:40]. (8) Given the product [CH:11]1([NH:10][C:8](=[O:9])[C:6]2[CH:5]=[CH:4][CH:3]=[C:2]([N:17]3[CH2:22][CH2:21][CH2:20][CH2:19][CH2:18]3)[N:7]=2)[CH2:16][CH2:15][CH2:14][CH2:13][CH2:12]1, predict the reactants needed to synthesize it. The reactants are: Br[C:2]1[N:7]=[C:6]([C:8]([NH:10][CH:11]2[CH2:16][CH2:15][CH2:14][CH2:13][CH2:12]2)=[O:9])[CH:5]=[CH:4][CH:3]=1.[NH:17]1[CH2:22][CH2:21][CH2:20][CH2:19][CH2:18]1.CC(C)([O-])C.[Na+]. (9) Given the product [C:32]([CH2:40][C:6]1[O:10][C:9]([CH2:11][NH:12][C:13]([C:15]2[CH:19]=[C:18]([NH:20][C:21](=[O:31])[C:22]3[CH:27]=[C:26]([F:28])[C:25]([F:29])=[CH:24][C:23]=3[Cl:30])[NH:17][N:16]=2)=[O:14])=[N:8][N:7]=1)(=[O:33])[NH2:39], predict the reactants needed to synthesize it. The reactants are: C(OC([C:6]1[O:10][C:9]([CH2:11][NH:12][C:13]([C:15]2[CH:19]=[C:18]([NH:20][C:21](=[O:31])[C:22]3[CH:27]=[C:26]([F:28])[C:25]([F:29])=[CH:24][C:23]=3[Cl:30])[NH:17][N:16]=2)=[O:14])=[N:8][N:7]=1)=O)C.[CH3:32][O-:33].[Na+].CO.Cl.O.[NH3:39].[CH3:40]O.